From a dataset of Full USPTO retrosynthesis dataset with 1.9M reactions from patents (1976-2016). Predict the reactants needed to synthesize the given product. (1) Given the product [CH3:1][C:2]([CH3:16])([CH3:15])[C:3]([O:5][C:6]1[CH:11]=[C:10]([NH:12][C:24](=[O:25])[C:23]([F:34])([F:33])[F:22])[C:9]([N+:17]([O-:20])=[O:18])=[CH:8][C:7]=1[O:13][CH3:14])=[O:4], predict the reactants needed to synthesize it. The reactants are: [CH3:1][C:2]([CH3:16])([CH3:15])[C:3]([O:5][C:6]1[CH:11]=[C:10]([NH2:12])[CH:9]=[CH:8][C:7]=1[O:13][CH3:14])=[O:4].[N+:17]([O-:20])([O-])=[O:18].[NH4+].[F:22][C:23]([F:34])([F:33])[C:24](O[C:24](=[O:25])[C:23]([F:34])([F:33])[F:22])=[O:25]. (2) Given the product [CH3:1][S:2]([C:5]1[CH:6]=[C:7]([C:15]2[CH:20]=[CH:19][C:18]([C:21]3[O:22][C:23]([CH3:33])=[C:24]([CH2:26][CH2:27][N:28]4[CH2:29][CH2:30][CH2:31][CH2:32]4)[N:25]=3)=[CH:17][CH:16]=2)[CH:8]=[CH:9][CH:10]=1)(=[O:4])=[O:3], predict the reactants needed to synthesize it. The reactants are: [CH3:1][S:2]([C:5]1[CH:6]=[C:7](B(O)O)[CH:8]=[CH:9][CH:10]=1)(=[O:4])=[O:3].Br[C:15]1[CH:20]=[CH:19][C:18]([C:21]2[O:22][C:23]([CH3:33])=[C:24]([CH2:26][CH2:27][N:28]3[CH2:32][CH2:31][CH2:30][CH2:29]3)[N:25]=2)=[CH:17][CH:16]=1. (3) Given the product [C:39]([C:23]1[CH:24]=[CH:25][C:26]([O:9][CH2:8][C:7]([NH:13][C:14]2[CH:15]=[C:16]([CH:20]=[CH:21][CH:22]=2)[C:17]([NH2:19])=[O:18])=[O:6])=[CH:27][CH:28]=1)([CH3:41])([CH3:42])[CH3:40], predict the reactants needed to synthesize it. The reactants are: CC1C=CC([O:6][CH2:7][C:8](O)=[O:9])=CC=1.[NH2:13][C:14]1[CH:15]=[C:16]([CH:20]=[CH:21][CH:22]=1)[C:17]([NH2:19])=[O:18].[CH:23]1[CH:24]=[CH:25][C:26]2N(O)N=N[C:27]=2[CH:28]=1.CCN([CH:39]([CH3:41])[CH3:40])C(C)C.[CH2:42](Cl)CCl. (4) Given the product [N:1]1[O:2][N:3]=[C:4]2[C:9]([CH:10]3[C:15]([C:16]#[N:17])=[C:14]([CH:18]4[CH2:19][CH2:20][N:21]([C:42](=[NH:37])[NH2:43])[CH2:22][CH2:23]4)[NH:13][C:12]4=[N:24][NH:25][CH:26]=[C:11]34)=[CH:8][CH:7]=[CH:6][C:5]=12, predict the reactants needed to synthesize it. The reactants are: [N:1]1[O:2][N:3]=[C:4]2[C:9]([CH:10]3[C:15]([C:16]#[N:17])=[C:14]([CH:18]4[CH2:23][CH2:22][NH:21][CH2:20][CH2:19]4)[NH:13][C:12]4=[N:24][NH:25][CH:26]=[C:11]34)=[CH:8][CH:7]=[CH:6][C:5]=12.C(N(C(C)C)CC)(C)C.Cl.[N:37]1([C:42](N)=[NH:43])C=CC=N1. (5) Given the product [ClH:24].[CH3:1][O:2][C:3]([C:5]1[S:9][C:8]2[CH:10]=[C:11]([F:14])[CH:12]=[CH:13][C:7]=2[C:6]=1[CH:15]1[CH2:20][CH2:19][NH:18][CH2:17][CH2:16]1)=[O:4], predict the reactants needed to synthesize it. The reactants are: [CH3:1][O:2][C:3]([C:5]1[S:9][C:8]2[CH:10]=[C:11]([F:14])[CH:12]=[CH:13][C:7]=2[C:6]=1[CH:15]1[CH2:20][CH2:19][N:18](C(=O)C)[CH2:17][CH2:16]1)=[O:4].[ClH:24]. (6) Given the product [O:30]=[C:21]([CH2:22][CH2:23][C:24]1[CH:29]=[CH:28][CH:27]=[CH:26][CH:25]=1)[CH2:20][N:6]1[C:7](=[O:16])[C:8]2[CH:15]=[CH:14][CH:13]=[CH:12][C:9]=2[NH:10][C:11]2[N:1]=[CH:2][CH:3]=[CH:4][C:5]1=2, predict the reactants needed to synthesize it. The reactants are: [N:1]1[C:11]2[NH:10][C:9]3[CH:12]=[CH:13][CH:14]=[CH:15][C:8]=3[C:7](=[O:16])[NH:6][C:5]=2[CH:4]=[CH:3][CH:2]=1.[H-].[Na+].Br[CH2:20][C:21](=[O:30])[CH2:22][CH2:23][C:24]1[CH:29]=[CH:28][CH:27]=[CH:26][CH:25]=1.O.